This data is from Full USPTO retrosynthesis dataset with 1.9M reactions from patents (1976-2016). The task is: Predict the reactants needed to synthesize the given product. Given the product [Cl:48][C:49]1[C:54]([C:55]([F:57])([F:58])[F:56])=[CH:53][CH:52]=[CH:51][C:50]=1[CH2:59][NH:60][C:7]([CH:6]1[CH2:5][N:4]([C:10]2[CH:11]=[N:12][CH:13]=[N:14][CH:15]=2)[C:3](=[O:16])[N:2]1[CH3:1])=[O:9], predict the reactants needed to synthesize it. The reactants are: [CH3:1][N:2]1[CH:6]([C:7]([OH:9])=O)[CH2:5][N:4]([C:10]2[CH:11]=[N:12][CH:13]=[N:14][CH:15]=2)[C:3]1=[O:16].C(N1CCOCC1)C.O.ON1C2C=CC=CC=2N=N1.Cl.C(N=C=NCCCN(C)C)C.[Cl:48][C:49]1[C:54]([C:55]([F:58])([F:57])[F:56])=[CH:53][CH:52]=[CH:51][C:50]=1[CH2:59][NH2:60].